From a dataset of Full USPTO retrosynthesis dataset with 1.9M reactions from patents (1976-2016). Predict the reactants needed to synthesize the given product. (1) Given the product [C:4]([CH:5]([C:6]1[CH:11]=[CH:10][CH:9]=[CH:8][CH:7]=1)[NH:19][C:18]1[CH:20]=[CH:21][C:15]([F:14])=[CH:16][CH:17]=1)#[CH:3], predict the reactants needed to synthesize it. The reactants are: C(=O)([O-])O[CH2:3][CH:4]=[CH:5][C:6]1[CH:11]=[CH:10][CH:9]=[CH:8][CH:7]=1.[F:14][C:15]1[CH:21]=[CH:20][C:18]([NH2:19])=[CH:17][CH:16]=1. (2) Given the product [C:56]([O:59][C:53]([NH:50][C:17]([C:13]1[CH:12]=[C:11]2[C:16](=[CH:15][CH:14]=1)[N:8]([C:6]([O:5][C:1]([CH3:3])([CH3:4])[CH3:2])=[O:7])[C:9]([C:20]1[C:21](=[O:30])[NH:22][C:23]3[C:28]([CH:29]=1)=[CH:27][CH:26]=[CH:25][CH:24]=3)=[CH:10]2)=[O:18])=[O:38])([CH3:58])([CH3:57])[CH3:55], predict the reactants needed to synthesize it. The reactants are: [C:1]([O:5][C:6]([N:8]1[C:16]2[C:11](=[CH:12][C:13]([C:17](O)=[O:18])=[CH:14][CH:15]=2)[CH:10]=[C:9]1[C:20]1[C:21](=[O:30])[NH:22][C:23]2[C:28]([CH:29]=1)=[CH:27][CH:26]=[CH:25][CH:24]=2)=[O:7])([CH3:4])([CH3:3])[CH3:2].C1(P(N=[N+]=[N-])(C2C=CC=CC=2)=[O:38])C=CC=CC=1.C([N:50]([CH2:53]C)CC)C.[CH3:55][C:56]([OH:59])([CH3:58])[CH3:57].